This data is from Peptide-MHC class I binding affinity with 185,985 pairs from IEDB/IMGT. The task is: Regression. Given a peptide amino acid sequence and an MHC pseudo amino acid sequence, predict their binding affinity value. This is MHC class I binding data. (1) The MHC is HLA-B15:17 with pseudo-sequence HLA-B15:17. The binding affinity (normalized) is 0.0847. The peptide sequence is GMHDGTVGK. (2) The MHC is HLA-A31:01 with pseudo-sequence HLA-A31:01. The binding affinity (normalized) is 0.0847. The peptide sequence is WSDLNTTDF. (3) The peptide sequence is RRTPSPRRRR. The MHC is Patr-A0301 with pseudo-sequence Patr-A0301. The binding affinity (normalized) is 0. (4) The peptide sequence is LYDYKENRF. The MHC is HLA-A26:03 with pseudo-sequence HLA-A26:03. The binding affinity (normalized) is 0.0847.